Dataset: Catalyst prediction with 721,799 reactions and 888 catalyst types from USPTO. Task: Predict which catalyst facilitates the given reaction. (1) Reactant: [Br:1][C:2]1[C:3]([CH3:9])=[N:4][C:5](Cl)=[N:6][CH:7]=1.Cl.[NH:11]1[CH2:15][CH2:14][C@H:13]([OH:16])[CH2:12]1.C(N(C(C)C)C(C)C)C.C(O)C. Product: [Br:1][C:2]1[C:3]([CH3:9])=[N:4][C:5]([N:11]2[CH2:15][CH2:14][C@H:13]([OH:16])[CH2:12]2)=[N:6][CH:7]=1. The catalyst class is: 25. (2) Reactant: C[Si](Cl)(C)C.[NH2:6][C:7]([NH2:9])=[O:8].C[O:11][C:12]([CH:14]1[CH2:18][CH2:17][CH2:16][C:15]1=O)=O.[OH-].[Na+].Cl. Product: [NH:6]1[C:15]2[CH2:16][CH2:17][CH2:18][C:14]=2[C:12](=[O:11])[NH:9][C:7]1=[O:8]. The catalyst class is: 3. (3) Reactant: [CH2:1]([N:8]1[C:17]2[C:12](=[C:13](Br)[CH:14]=[CH:15][CH:16]=2)[C:11](=[O:19])[CH:10]=[CH:9]1)[C:2]1[CH:7]=[CH:6][CH:5]=[CH:4][CH:3]=1.[CH3:20][C:21]1[CH:26]=[C:25]([CH3:27])[CH:24]=[C:23]([CH3:28])[C:22]=1B(O)O.C(=O)([O-])[O-].[Cs+].[Cs+]. Product: [CH2:1]([N:8]1[C:17]2[C:12](=[C:13]([C:22]3[C:23]([CH3:28])=[CH:24][C:25]([CH3:27])=[CH:26][C:21]=3[CH3:20])[CH:14]=[CH:15][CH:16]=2)[C:11](=[O:19])[CH:10]=[CH:9]1)[C:2]1[CH:7]=[CH:6][CH:5]=[CH:4][CH:3]=1. The catalyst class is: 222. (4) Reactant: [CH3:1][O:2][C:3]1[CH:8]=[CH:7][C:6]([C:9]2[N:10]=[C:11]([CH:14]3[O:19][CH2:18][CH2:17][NH:16][CH2:15]3)[NH:12][CH:13]=2)=[CH:5][CH:4]=1.[Cl:20][C:21]1[CH:26]=[C:25](Cl)[N:24]=[C:23]([NH2:28])[N:22]=1.CCN(C(C)C)C(C)C. Product: [Cl:20][C:21]1[CH:26]=[C:25]([N:16]2[CH2:17][CH2:18][O:19][CH:14]([C:11]3[NH:12][CH:13]=[C:9]([C:6]4[CH:7]=[CH:8][C:3]([O:2][CH3:1])=[CH:4][CH:5]=4)[N:10]=3)[CH2:15]2)[N:24]=[C:23]([NH2:28])[N:22]=1. The catalyst class is: 8. (5) Reactant: [NH2:1][CH2:2][C:3]([CH3:6])([OH:5])[CH3:4].[O:7]1[CH2:12][CH2:11][C:10](=O)[CH2:9][CH2:8]1.C([BH3-])#N.[Na+].C([O-])(O)=O.[Na+]. Product: [CH3:4][C:3]([OH:5])([CH3:6])[CH2:2][NH:1][CH:10]1[CH2:11][CH2:12][O:7][CH2:8][CH2:9]1. The catalyst class is: 130. (6) The catalyst class is: 4. Reactant: [CH3:1][C:2]1[C:7]([N+:8]([O-:10])=[O:9])=[CH:6][N:5]=[C:4](O)[CH:3]=1.P(Br)(Br)([Br:14])=O. Product: [Br:14][C:4]1[CH:3]=[C:2]([CH3:1])[C:7]([N+:8]([O-:10])=[O:9])=[CH:6][N:5]=1. (7) Reactant: [Si:1]([O:18][CH2:19][C:20]1[CH:21]=[C:22]([CH:26]([CH:37]2[CH2:39][CH2:38]2)[CH:27]2C(=O)O[C:30](C)([CH3:34])[O:29][C:28]2=[O:36])[CH:23]=[CH:24][CH:25]=1)([C:14]([CH3:17])([CH3:16])[CH3:15])([C:8]1[CH:13]=[CH:12][CH:11]=[CH:10][CH:9]=1)[C:2]1[CH:7]=[CH:6][CH:5]=[CH:4][CH:3]=1.C(O)C. Product: [Si:1]([O:18][CH2:19][C:20]1[CH:21]=[C:22]([CH:26]([CH:37]2[CH2:38][CH2:39]2)[CH2:27][C:28]([O:29][CH2:30][CH3:34])=[O:36])[CH:23]=[CH:24][CH:25]=1)([C:14]([CH3:17])([CH3:15])[CH3:16])([C:8]1[CH:13]=[CH:12][CH:11]=[CH:10][CH:9]=1)[C:2]1[CH:3]=[CH:4][CH:5]=[CH:6][CH:7]=1. The catalyst class is: 3. (8) Reactant: [C:1]1(=[O:14])[N:5]([CH2:6][CH2:7][OH:8])[C:4](=[O:9])[C:3]2=[CH:10][CH:11]=[CH:12][CH:13]=[C:2]12.[H-].[Na+].[CH2:17](Br)[C:18]#[CH:19].CO. Product: [C:4]1(=[O:9])[N:5]([CH2:6][CH2:7][O:8][CH2:19][C:18]#[CH:17])[C:1](=[O:14])[C:2]2=[CH:13][CH:12]=[CH:11][CH:10]=[C:3]12. The catalyst class is: 9. (9) Reactant: [CH3:1][N:2]([CH2:4][C:5]1[C:9]([C:10]2[CH:15]=[CH:14][C:13]([N+:16]([O-:18])=[O:17])=[CH:12][CH:11]=2)=[CH:8][N:7]([NH:19][C:20]([NH:22][C:23]2[N:24]=[N:25][C:26]([O:29][CH3:30])=[CH:27][CH:28]=2)=[O:21])[C:6]=1[C:31]([O:33]CC)=O)[CH3:3].C[O-].[Na+]. Product: [CH3:3][N:2]([CH2:4][C:5]1[C:9]([C:10]2[CH:15]=[CH:14][C:13]([N+:16]([O-:18])=[O:17])=[CH:12][CH:11]=2)=[CH:8][N:7]2[C:6]=1[C:31](=[O:33])[N:22]([C:23]1[N:24]=[N:25][C:26]([O:29][CH3:30])=[CH:27][CH:28]=1)[C:20](=[O:21])[NH:19]2)[CH3:1]. The catalyst class is: 5.